This data is from Reaction yield outcomes from USPTO patents with 853,638 reactions. The task is: Predict the reaction yield, written as a fraction of the theoretical maximum amount of product (1.0 means a 100% yield; for example, 0.34 means a 34% yield). (1) The reactants are [Cl:1][C:2]1[S:6][C:5]([C:7]([O:9][CH3:10])=[O:8])=[CH:4][C:3]=1[C:11]1[N:15]([CH2:16][CH3:17])[N:14]=[CH:13][CH:12]=1.C1C(=O)N([Cl:25])C(=O)C1. The catalyst is C1COCC1. The product is [Cl:1][C:2]1[S:6][C:5]([C:7]([O:9][CH3:10])=[O:8])=[CH:4][C:3]=1[C:11]1[N:15]([CH2:16][CH3:17])[N:14]=[CH:13][C:12]=1[Cl:25]. The yield is 0.740. (2) The reactants are [F:1][C:2]1([F:30])[CH2:7][CH2:6][N:5]([C:8]([C:10]2[NH:11][C:12]3[C:17]([CH:18]=2)=[CH:16][C:15]([C:19]([N:21]2[CH2:26][CH2:25][N:24]([CH:27]([CH3:29])[CH3:28])[CH2:23][CH2:22]2)=[O:20])=[CH:14][CH:13]=3)=[O:9])[CH2:4][CH2:3]1.[CH:31]1(B(O)O)[CH2:34][CH2:33][CH2:32]1.N1C=CC=CC=1. The catalyst is C(Cl)(Cl)Cl.C([O-])(=O)C.[Cu+2].C([O-])(=O)C. The product is [CH:31]1([N:11]2[C:12]3[C:17](=[CH:16][C:15]([C:19]([N:21]4[CH2:22][CH2:23][N:24]([CH:27]([CH3:28])[CH3:29])[CH2:25][CH2:26]4)=[O:20])=[CH:14][CH:13]=3)[CH:18]=[C:10]2[C:8]([N:5]2[CH2:6][CH2:7][C:2]([F:1])([F:30])[CH2:3][CH2:4]2)=[O:9])[CH2:34][CH2:33][CH2:32]1. The yield is 0.140. (3) The reactants are [Br:1][C:2]1[CH:3]=[CH:4][C:5]2[O:14][C:13]3[C:12](=[O:15])[NH:11][C:10]([C:16]4[CH:17]=[C:18]([CH:22]=[CH:23][CH:24]=4)[C:19](O)=[O:20])=[N:9][C:8]=3[C:6]=2[CH:7]=1.[CH:25]1([NH2:31])[CH2:30][CH2:29][CH2:28][CH2:27][CH2:26]1.Cl.CN(C)CCCN=C=NCC.C1C=CC2N(O)N=NC=2C=1.CN1CCOCC1. The catalyst is ClCCl. The product is [Br:1][C:2]1[CH:3]=[CH:4][C:5]2[O:14][C:13]3[C:12](=[O:15])[NH:11][C:10]([C:16]4[CH:17]=[C:18]([CH:22]=[CH:23][CH:24]=4)[C:19]([NH:31][CH:25]4[CH2:30][CH2:29][CH2:28][CH2:27][CH2:26]4)=[O:20])=[N:9][C:8]=3[C:6]=2[CH:7]=1. The yield is 0.0200.